This data is from Full USPTO retrosynthesis dataset with 1.9M reactions from patents (1976-2016). The task is: Predict the reactants needed to synthesize the given product. (1) The reactants are: C([Mg]Cl)(C)C.I[C:7]1[CH:8]=[N:9][N:10]([CH2:12][CH2:13][O:14][CH:15]2[CH2:20][CH2:19][CH2:18][CH2:17][O:16]2)[CH:11]=1.CO[B:23]1[O:27][C:26]([CH3:29])([CH3:28])[C:25]([CH3:31])([CH3:30])[O:24]1. Given the product [O:16]1[CH2:17][CH2:18][CH2:19][CH2:20][CH:15]1[O:14][CH2:13][CH2:12][N:10]1[CH:11]=[C:7]([B:23]2[O:27][C:26]([CH3:29])([CH3:28])[C:25]([CH3:31])([CH3:30])[O:24]2)[CH:8]=[N:9]1, predict the reactants needed to synthesize it. (2) Given the product [NH2:27][C:13]1[CH:14]=[C:15]([N:18]2[CH2:19][CH2:20][N:21]([CH2:24][CH2:25][OH:26])[CH2:22][CH2:23]2)[CH:16]=[CH:17][C:12]=1/[CH:11]=[CH:10]/[C:3]1[C:4]2[C:9](=[CH:8][CH:7]=[CH:6][CH:5]=2)[NH:1][N:2]=1, predict the reactants needed to synthesize it. The reactants are: [NH:1]1[C:9]2[C:4](=[CH:5][CH:6]=[CH:7][CH:8]=2)[C:3](/[CH:10]=[CH:11]/[C:12]2[CH:17]=[CH:16][C:15]([N:18]3[CH2:23][CH2:22][N:21]([CH2:24][CH2:25][OH:26])[CH2:20][CH2:19]3)=[CH:14][C:13]=2[N+:27]([O-])=O)=[N:2]1.[Sn].Cl.[OH-].[Na+]. (3) Given the product [CH2:1]([C:2]1[CH:10]=[C:9]([O:11][CH2:12][C@@H:13]2[CH2:18][N:17]([CH3:19])[C:16]3[CH:20]=[CH:21][CH:22]=[CH:23][C:15]=3[O:14]2)[CH:8]=[C:7]([CH3:24])[C:3]=1[C:4]([OH:6])=[O:5])[CH3:25], predict the reactants needed to synthesize it. The reactants are: [CH3:1][C:2]1[CH:10]=[C:9]([O:11][CH2:12][C@@H:13]2[CH2:18][N:17]([CH3:19])[C:16]3[CH:20]=[CH:21][CH:22]=[CH:23][C:15]=3[O:14]2)[CH:8]=[C:7]([CH3:24])[C:3]=1[C:4]([OH:6])=[O:5].[CH3:25][Li].CI.[OH-].[Na+].Cl. (4) The reactants are: [C:1]([O:5][C:6]([NH:8][CH2:9][C:10]1[CH:15]=[CH:14][C:13]([NH2:16])=[CH:12][CH:11]=1)=[O:7])([CH3:4])([CH3:3])[CH3:2].C(N(CC)CC)C.[CH3:24][S:25](Cl)(=[O:27])=[O:26].Cl. Given the product [C:1]([O:5][C:6](=[O:7])[NH:8][CH2:9][C:10]1[CH:15]=[CH:14][C:13]([NH:16][S:25]([CH3:24])(=[O:27])=[O:26])=[CH:12][CH:11]=1)([CH3:4])([CH3:2])[CH3:3], predict the reactants needed to synthesize it.